From a dataset of Full USPTO retrosynthesis dataset with 1.9M reactions from patents (1976-2016). Predict the reactants needed to synthesize the given product. (1) Given the product [Cl:1][C:2]1[CH:3]=[C:4]([NH:8][C:9]2[N:10]=[C:11]([C:15]3[CH:20]=[CH:19][N:18]=[C:17](/[C:21](=[N:27]/[O:26][CH3:25])/[CH3:22])[CH:16]=3)[N:12]=[CH:13][N:14]=2)[CH:5]=[CH:6][CH:7]=1, predict the reactants needed to synthesize it. The reactants are: [Cl:1][C:2]1[CH:3]=[C:4]([NH:8][C:9]2[N:14]=[CH:13][N:12]=[C:11]([C:15]3[CH:20]=[CH:19][N:18]=[C:17]([C:21](=O)[CH3:22])[CH:16]=3)[N:10]=2)[CH:5]=[CH:6][CH:7]=1.Cl.[CH3:25][O:26][NH2:27].C([O-])(=O)C.[Na+]. (2) Given the product [CH3:6][O:5][C:3]([C:2]1[N:21]2[N:22]=[CH:23][CH:24]=[C:19]([C:13]3[CH:14]=[CH:15][C:16]([CH3:18])=[CH:17][C:12]=3[CH3:11])[C:20]2=[N:25][C:7]=1[CH2:8][CH3:9])=[O:4], predict the reactants needed to synthesize it. The reactants are: Cl[CH:2]([C:7](=O)[CH2:8][CH3:9])[C:3]([O:5][CH3:6])=[O:4].[CH3:11][C:12]1[CH:17]=[C:16]([CH3:18])[CH:15]=[CH:14][C:13]=1[C:19]1[CH:24]=[CH:23][N:22]=[N:21][C:20]=1[NH2:25]. (3) Given the product [CH:4]([NH2:3])([CH3:9])[CH3:5].[O:26]1[C:31]2=[CH:32][N:33]=[C:34]([CH2:36][NH:37][CH:38]3[CH2:43][CH2:42][N:41]([CH2:44][C@@:45]4([OH:59])[C:49]5=[C:50]([F:58])[CH:51]=[N:52][C:53]6[CH:54]=[CH:55][C:56](=[O:57])[N:47]([C:48]=65)[CH2:46]4)[CH2:40][CH2:39]3)[CH:35]=[C:30]2[CH2:29][CH2:28][CH2:27]1.[NH2:60][CH:61]1[CH2:62][CH2:63][N:64]([CH2:67][C:68]2([F:82])[C:72]3=[C:73]([F:81])[CH:74]=[N:75][C:76]4[CH:77]=[CH:78][C:79](=[O:80])[N:70]([C:71]=43)[CH2:69]2)[CH2:65][CH2:66]1, predict the reactants needed to synthesize it. The reactants are: Cl.Cl.[NH2:3][CH:4]1[CH2:9]CN(CC2(F)C3=C(F)C=NC4C=CC(=O)N(C=43)C2)C[CH2:5]1.[O:26]1[C:31]2=[CH:32][N:33]=[C:34]([CH2:36][NH:37][CH:38]3[CH2:43][CH2:42][N:41]([CH2:44][C@@:45]4([OH:59])[C:49]5=[C:50]([F:58])[CH:51]=[N:52][C:53]6[CH:54]=[CH:55][C:56](=[O:57])[N:47]([C:48]=65)[CH2:46]4)[CH2:40][CH2:39]3)[CH:35]=[C:30]2[CH2:29][CH2:28][CH2:27]1.[NH2:60][CH:61]1[CH2:66][CH2:65][N:64]([CH2:67][C:68]2([F:82])[C:72]3=[C:73]([F:81])[CH:74]=[N:75][C:76]4[CH:77]=[CH:78][C:79](=[O:80])[N:70]([C:71]=43)[CH2:69]2)[CH2:63][CH2:62]1. (4) Given the product [CH2:17]([NH:16][CH:13]([CH:10]1[CH2:11][CH2:12][N:8]([CH2:1][C:2]2[CH:7]=[CH:6][CH:5]=[CH:4][CH:3]=2)[CH2:9]1)[CH2:14][F:15])[C:18]1[CH:19]=[CH:20][CH:21]=[CH:22][CH:23]=1, predict the reactants needed to synthesize it. The reactants are: [CH2:1]([N:8]1[CH2:12][CH2:11][CH:10]([CH:13]([NH:16][CH2:17][C:18]2[CH:23]=[CH:22][CH:21]=[CH:20][CH:19]=2)[CH2:14][F:15])[C:9]1=O)[C:2]1[CH:7]=[CH:6][CH:5]=[CH:4][CH:3]=1.[H-].[Al+3].[Li+].[H-].[H-].[H-]. (5) Given the product [F:28][C:29]1[CH:34]=[CH:33][CH:32]=[CH:31][C:30]=1[C:19]1[C:13]2[CH2:12][N:11]([C:9](=[O:10])[CH2:8][O:1][C:2]3[CH:3]=[CH:4][CH:5]=[CH:6][CH:7]=3)[CH2:16][CH2:15][C:14]=2[NH:17][N:18]=1, predict the reactants needed to synthesize it. The reactants are: [O:1]([CH2:8][C:9]([N:11]1[CH2:16][CH2:15][C:14]2[NH:17][N:18]=[C:19](OS(C(F)(F)F)(=O)=O)[C:13]=2[CH2:12]1)=[O:10])[C:2]1[CH:7]=[CH:6][CH:5]=[CH:4][CH:3]=1.[F:28][C:29]1[CH:34]=[CH:33][CH:32]=[CH:31][C:30]=1B(O)O.[O-]P([O-])([O-])=O.[K+].[K+].[K+].O.